Dataset: Catalyst prediction with 721,799 reactions and 888 catalyst types from USPTO. Task: Predict which catalyst facilitates the given reaction. (1) Reactant: [F:1][C:2]1[CH:3]=[C:4]([NH2:11])[C:5]([NH2:10])=[CH:6][C:7]=1[O:8][CH3:9].[F:12][C:13]([F:22])([F:21])[C:14](=O)[C:15](OCC)=[O:16]. Product: [F:1][C:2]1[CH:3]=[C:4]2[C:5]([N:10]=[C:14]([C:13]([F:22])([F:21])[F:12])[C:15]([OH:16])=[N:11]2)=[CH:6][C:7]=1[O:8][CH3:9]. The catalyst class is: 8. (2) The catalyst class is: 374. Reactant: Cl[C:2]1[C:3]2[C:10]([I:11])=[C:9]([C:12]#[C:13][CH3:14])[S:8][C:4]=2[N:5]=[CH:6][N:7]=1.[O:15]1[C:19]2[CH:20]=[CH:21][CH:22]=[C:23]([CH2:24][CH:25]([OH:31])[C:26]([O:28][CH2:29][CH3:30])=[O:27])[C:18]=2[CH:17]=[CH:16]1.C([O-])([O-])=O.[Cs+].[Cs+].Cl. Product: [O:15]1[C:19]2[CH:20]=[CH:21][CH:22]=[C:23]([CH2:24][CH:25]([O:31][C:2]3[C:3]4[C:10]([I:11])=[C:9]([C:12]#[C:13][CH3:14])[S:8][C:4]=4[N:5]=[CH:6][N:7]=3)[C:26]([O:28][CH2:29][CH3:30])=[O:27])[C:18]=2[CH:17]=[CH:16]1. (3) Reactant: [F:1][CH:2]([F:29])[C:3]([N:5]1[C@H:9]([CH2:10][F:11])[C@@H:8]([C:12]2[CH:17]=[CH:16][C:15](B3OC(C)(C)C(C)(C)O3)=[CH:14][CH:13]=2)[O:7][C:6]1([CH3:28])[CH3:27])=[O:4].[C:30]([O:34][C:35](=[O:45])[NH:36][CH2:37][C:38]1[N:39]=[N:40][C:41](Cl)=[CH:42][CH:43]=1)([CH3:33])([CH3:32])[CH3:31].C([O-])([O-])=O.[Na+].[Na+]. Product: [C:30]([O:34][C:35](=[O:45])[NH:36][CH2:37][C:38]1[N:39]=[N:40][C:41]([C:15]2[CH:16]=[CH:17][C:12]([C@H:8]3[O:7][C:6]([CH3:28])([CH3:27])[N:5]([C:3](=[O:4])[CH:2]([F:1])[F:29])[C@@H:9]3[CH2:10][F:11])=[CH:13][CH:14]=2)=[CH:42][CH:43]=1)([CH3:33])([CH3:31])[CH3:32]. The catalyst class is: 460. (4) Reactant: [N:1]1([CH2:6][C:7]([N:9]2[C@H:13]([C:14](=[O:30])[NH:15][C:16]3[CH:21]=[CH:20][C:19]([O:22][C:23]4[CH:28]=[CH:27][C:26]([F:29])=[CH:25][CH:24]=4)=[CH:18][CH:17]=3)[CH2:12][C@@H:11]([NH:31]C(=O)OCC3C=CC=CC=3)[CH2:10]2)=[O:8])[CH:5]=[N:4][CH:3]=[N:2]1. Product: [N:1]1([CH2:6][C:7]([N:9]2[CH2:10][C@H:11]([NH2:31])[CH2:12][C@H:13]2[C:14]([NH:15][C:16]2[CH:17]=[CH:18][C:19]([O:22][C:23]3[CH:24]=[CH:25][C:26]([F:29])=[CH:27][CH:28]=3)=[CH:20][CH:21]=2)=[O:30])=[O:8])[CH:5]=[N:4][CH:3]=[N:2]1. The catalyst class is: 43.